This data is from Forward reaction prediction with 1.9M reactions from USPTO patents (1976-2016). The task is: Predict the product of the given reaction. (1) Given the reactants [CH3:1][NH:2][C:3]([C:5]1[S:9][C:8]([NH:10]C(=O)OC(C)(C)C)=[N:7][CH:6]=1)=[O:4].C(O)(C(F)(F)F)=O.Cl, predict the reaction product. The product is: [NH2:10][C:8]1[S:9][C:5]([C:3]([NH:2][CH3:1])=[O:4])=[CH:6][N:7]=1. (2) The product is: [Br:8][C:9]1[CH:10]=[CH:11][C:12]([NH:15][C:1](=[O:6])[C:2]([CH3:5])([CH3:4])[CH3:3])=[N:13][CH:14]=1. Given the reactants [C:1](Cl)(=[O:6])[C:2]([CH3:5])([CH3:4])[CH3:3].[Br:8][C:9]1[CH:10]=[CH:11][C:12]([NH2:15])=[N:13][CH:14]=1.O, predict the reaction product. (3) Given the reactants [CH3:1][O:2][C:3](=[O:38])[CH2:4][N:5]([C:11]1[CH:16]=[CH:15][C:14]([CH3:17])=[CH:13][C:12]=1[O:18][CH2:19][CH2:20][O:21][C:22]1[CH:27]=[CH:26][CH:25]=[CH:24][C:23]=1[NH:28][CH:29]([C:34]([O:36][CH3:37])=[O:35])[C:30]([O:32][CH3:33])=[O:31])[CH2:6][C:7]([O:9][CH3:10])=[O:8].[N+:39]([O-])([OH:41])=[O:40].S(=O)(=O)(O)O, predict the reaction product. The product is: [CH3:1][O:2][C:3](=[O:38])[CH2:4][N:5]([C:11]1[CH:16]=[CH:15][C:14]([CH3:17])=[CH:13][C:12]=1[O:18][CH2:19][CH2:20][O:21][C:22]1[CH:27]=[C:26]([N+:39]([O-:41])=[O:40])[CH:25]=[CH:24][C:23]=1[NH:28][CH:29]([C:34]([O:36][CH3:37])=[O:35])[C:30]([O:32][CH3:33])=[O:31])[CH2:6][C:7]([O:9][CH3:10])=[O:8]. (4) Given the reactants Br[CH:2]([C:8]1[CH:13]=[CH:12][CH:11]=[CH:10][CH:9]=1)[C:3]([O:5][CH2:6][CH3:7])=[O:4].CCN(C(C)C)C(C)C.[NH:23]1[CH2:28][CH2:27][S:26][CH2:25][CH2:24]1, predict the reaction product. The product is: [C:8]1([CH:2]([N:23]2[CH2:28][CH2:27][S:26][CH2:25][CH2:24]2)[C:3]([O:5][CH2:6][CH3:7])=[O:4])[CH:13]=[CH:12][CH:11]=[CH:10][CH:9]=1. (5) Given the reactants [CH:1]1([CH2:7][CH2:8][CH2:9][C@@H:10]([C:19]2[O:23][N:22]=[C:21]([CH2:24][N:25]([CH2:27][C:28]([O:30]CC)=[O:29])[CH3:26])[N:20]=2)[CH2:11][C:12]([O:14][C:15]([CH3:18])([CH3:17])[CH3:16])=[O:13])[CH2:6][CH2:5][CH2:4][CH2:3][CH2:2]1.O[Li].O, predict the reaction product. The product is: [C:15]([O:14][C:12](=[O:13])[CH2:11][C@H:10]([C:19]1[O:23][N:22]=[C:21]([CH2:24][N:25]([CH2:27][C:28]([OH:30])=[O:29])[CH3:26])[N:20]=1)[CH2:9][CH2:8][CH2:7][CH:1]1[CH2:2][CH2:3][CH2:4][CH2:5][CH2:6]1)([CH3:18])([CH3:16])[CH3:17]. (6) Given the reactants [C:1]([O:5][C@@H:6]([C:10]1[C:19]([CH3:20])=[CH:18][C:17]2[C:12](=[CH:13][CH:14]=[CH:15][CH:16]=2)[C:11]=1[C:21]1[CH:26]=[CH:25][C:24]([Cl:27])=[CH:23][CH:22]=1)[C:7]([OH:9])=[O:8])([CH3:4])([CH3:3])[CH3:2].C1[C:33](=O)[N:32](Br)[C:30](=O)C1.CC(N=NC(C#N)(C)C)(C#N)C.C(Cl)Cl, predict the reaction product. The product is: [C:1]([O:5][C@@H:6]([C:10]1[C:19]([CH2:20][N:32]([CH3:33])[CH3:30])=[CH:18][C:17]2[C:12](=[CH:13][CH:14]=[CH:15][CH:16]=2)[C:11]=1[C:21]1[CH:26]=[CH:25][C:24]([Cl:27])=[CH:23][CH:22]=1)[C:7]([OH:9])=[O:8])([CH3:4])([CH3:2])[CH3:3].